Dataset: Catalyst prediction with 721,799 reactions and 888 catalyst types from USPTO. Task: Predict which catalyst facilitates the given reaction. (1) Reactant: [OH:1][C:2]1[CH:3]=[CH:4][C:5]2[N:9]3[CH2:10][CH2:11][CH:12]([CH2:13][C:14]([O:16][CH2:17][CH3:18])=[O:15])[C:8]3=[N:7][C:6]=2[CH:19]=1.C(=O)([O-])[O-].[Cs+].[Cs+].Cl[CH2:27][C:28]1[CH:33]=[CH:32][C:31]([CH:34]2[CH2:38][CH2:37][CH2:36][CH2:35]2)=[C:30]([C:39]([F:42])([F:41])[F:40])[CH:29]=1. Product: [CH:34]1([C:31]2[CH:32]=[CH:33][C:28]([CH2:27][O:1][C:2]3[CH:3]=[CH:4][C:5]4[N:9]5[CH2:10][CH2:11][CH:12]([CH2:13][C:14]([O:16][CH2:17][CH3:18])=[O:15])[C:8]5=[N:7][C:6]=4[CH:19]=3)=[CH:29][C:30]=2[C:39]([F:40])([F:41])[F:42])[CH2:35][CH2:36][CH2:37][CH2:38]1. The catalyst class is: 18. (2) The catalyst class is: 185. Reactant: Br[C:2]1[C:6]([F:7])=[CH:5][N:4]([C:8]2[CH:9]=[C:10]([Cl:14])[N:11]=[N:12][CH:13]=2)[N:3]=1.[O-]P([O-])([O-])=O.[K+].[K+].[K+].CN[C@@H]1CCCC[C@H]1NC.[OH:33][C@@:34]([C@H:43]1[O:48][CH2:47][CH2:46][NH:45][C:44]1=[O:49])([CH3:42])[C:35]([O:37][C:38]([CH3:41])([CH3:40])[CH3:39])=[O:36]. Product: [Cl:14][C:10]1[N:11]=[N:12][CH:13]=[C:8]([N:4]2[CH:5]=[C:6]([F:7])[C:2]([N:45]3[CH2:46][CH2:47][O:48][C@H:43]([C@:34]([OH:33])([CH3:42])[C:35]([O:37][C:38]([CH3:39])([CH3:40])[CH3:41])=[O:36])[C:44]3=[O:49])=[N:3]2)[CH:9]=1. (3) Reactant: C[O:2][C:3](=[O:36])[C@@H:4]([NH:14][C:15]([C:17]1[C:18]([CH3:35])=[N:19][C:20]([NH:24][CH2:25][C:26]#[C:27][C:28]2[CH:33]=[CH:32][CH:31]=[C:30]([OH:34])[CH:29]=2)=[N:21][C:22]=1[CH3:23])=[O:16])[CH2:5][NH:6][C:7]([C:9]1[S:10][CH:11]=[CH:12][CH:13]=1)=[O:8].O.[OH-].[Li+]. Product: [OH:34][C:30]1[CH:29]=[C:28]([C:27]#[C:26][CH2:25][NH:24][C:20]2[N:19]=[C:18]([CH3:35])[C:17]([C:15]([NH:14][C@@H:4]([CH2:5][NH:6][C:7]([C:9]3[S:10][CH:11]=[CH:12][CH:13]=3)=[O:8])[C:3]([OH:36])=[O:2])=[O:16])=[C:22]([CH3:23])[N:21]=2)[CH:33]=[CH:32][CH:31]=1. The catalyst class is: 38. (4) Reactant: [CH2:1]([O:3][C:4]1[CH:12]=[CH:11][CH:10]=[CH:9][C:5]=1[C:6]([OH:8])=[O:7])[CH3:2].[Cl:13]N1C(=O)CCC1=O. Product: [Cl:13][C:10]1[CH:11]=[CH:12][C:4]([O:3][CH2:1][CH3:2])=[C:5]([CH:9]=1)[C:6]([OH:8])=[O:7]. The catalyst class is: 10. (5) Reactant: C[O:2][C:3]([C:5]1[CH:6]=[C:7]([C:21]2[CH:26]=[CH:25][C:24]([CH3:27])=[CH:23][CH:22]=2)[CH:8]=[C:9]([N:11]2[C:19]3[C:14](=[CH:15][CH:16]=[CH:17][CH:18]=3)[CH2:13][C:12]2=[O:20])[CH:10]=1)=[O:4].O.[OH-].[Na+].Cl. Product: [CH3:27][C:24]1[CH:25]=[CH:26][C:21]([C:7]2[CH:8]=[C:9]([N:11]3[C:19]4[C:14](=[CH:15][CH:16]=[CH:17][CH:18]=4)[CH2:13][C:12]3=[O:20])[CH:10]=[C:5]([C:3]([OH:4])=[O:2])[CH:6]=2)=[CH:22][CH:23]=1. The catalyst class is: 92.